From a dataset of Peptide-MHC class II binding affinity with 134,281 pairs from IEDB. Regression. Given a peptide amino acid sequence and an MHC pseudo amino acid sequence, predict their binding affinity value. This is MHC class II binding data. (1) The peptide sequence is GELQIVDKITAAFKI. The MHC is DRB1_1101 with pseudo-sequence DRB1_1101. The binding affinity (normalized) is 0.692. (2) The peptide sequence is AFKVAATADNAAPAN. The MHC is HLA-DPA10103-DPB10301 with pseudo-sequence HLA-DPA10103-DPB10301. The binding affinity (normalized) is 0.476. (3) The peptide sequence is GELQIVDKIDAWFKI. The MHC is DRB1_0101 with pseudo-sequence DRB1_0101. The binding affinity (normalized) is 0.601. (4) The peptide sequence is SQDLELSWNLYGLQAY. The MHC is HLA-DQA10101-DQB10501 with pseudo-sequence HLA-DQA10101-DQB10501. The binding affinity (normalized) is 0.665. (5) The peptide sequence is ENPVVHAFKNIVTPR. The MHC is DRB1_1501 with pseudo-sequence DRB1_1501. The binding affinity (normalized) is 0.931. (6) The peptide sequence is AAGDKPSLFGQAA. The MHC is DRB1_0101 with pseudo-sequence DRB1_0101. The binding affinity (normalized) is 0.0206.